Dataset: Ames mutagenicity test results for genotoxicity prediction. Task: Regression/Classification. Given a drug SMILES string, predict its toxicity properties. Task type varies by dataset: regression for continuous values (e.g., LD50, hERG inhibition percentage) or binary classification for toxic/non-toxic outcomes (e.g., AMES mutagenicity, cardiotoxicity, hepatotoxicity). Dataset: ames. (1) The molecule is COP(=S)(OC)Oc1ccc(N)c(C)c1. The result is 1 (mutagenic). (2) The drug is C=C(C)OC(C)=O. The result is 0 (non-mutagenic). (3) The compound is O=[N+]([O-])c1ccc(S)cc1. The result is 1 (mutagenic). (4) The compound is O=C(O)CCC(NC(=O)COc1cc(Cl)c(Cl)cc1Cl)C(=O)O. The result is 0 (non-mutagenic). (5) The molecule is O=C(OCc1ccc(Cl)cc1)c1cccc2cccnc12. The result is 0 (non-mutagenic).